From a dataset of NCI-60 drug combinations with 297,098 pairs across 59 cell lines. Regression. Given two drug SMILES strings and cell line genomic features, predict the synergy score measuring deviation from expected non-interaction effect. (1) Drug 1: CC1OCC2C(O1)C(C(C(O2)OC3C4COC(=O)C4C(C5=CC6=C(C=C35)OCO6)C7=CC(=C(C(=C7)OC)O)OC)O)O. Drug 2: C1=CC=C(C=C1)NC(=O)CCCCCCC(=O)NO. Cell line: DU-145. Synergy scores: CSS=43.9, Synergy_ZIP=-1.01, Synergy_Bliss=3.97, Synergy_Loewe=-0.131, Synergy_HSA=7.12. (2) Drug 1: CC(C)(C#N)C1=CC=C(C=C1)N2C3=C4C=C(C=CC4=NC=C3N(C2=O)C)C5=CC6=CC=CC=C6N=C5. Drug 2: CNC(=O)C1=NC=CC(=C1)OC2=CC=C(C=C2)NC(=O)NC3=CC(=C(C=C3)Cl)C(F)(F)F. Cell line: NCIH23. Synergy scores: CSS=74.5, Synergy_ZIP=0.707, Synergy_Bliss=0.457, Synergy_Loewe=1.75, Synergy_HSA=7.67. (3) Drug 1: C1CN1P(=S)(N2CC2)N3CC3. Drug 2: CC1=C(N=C(N=C1N)C(CC(=O)N)NCC(C(=O)N)N)C(=O)NC(C(C2=CN=CN2)OC3C(C(C(C(O3)CO)O)O)OC4C(C(C(C(O4)CO)O)OC(=O)N)O)C(=O)NC(C)C(C(C)C(=O)NC(C(C)O)C(=O)NCCC5=NC(=CS5)C6=NC(=CS6)C(=O)NCCC[S+](C)C)O. Cell line: SK-OV-3. Synergy scores: CSS=8.97, Synergy_ZIP=-3.24, Synergy_Bliss=0.105, Synergy_Loewe=-6.11, Synergy_HSA=1.29. (4) Drug 1: CCCCC(=O)OCC(=O)C1(CC(C2=C(C1)C(=C3C(=C2O)C(=O)C4=C(C3=O)C=CC=C4OC)O)OC5CC(C(C(O5)C)O)NC(=O)C(F)(F)F)O. Drug 2: CN(CCCl)CCCl.Cl. Cell line: SK-MEL-28. Synergy scores: CSS=46.1, Synergy_ZIP=-3.12, Synergy_Bliss=-4.01, Synergy_Loewe=-6.84, Synergy_HSA=-4.40. (5) Drug 1: COC1=C(C=C2C(=C1)N=CN=C2NC3=CC(=C(C=C3)F)Cl)OCCCN4CCOCC4. Drug 2: CN(C(=O)NC(C=O)C(C(C(CO)O)O)O)N=O. Cell line: CAKI-1. Synergy scores: CSS=44.6, Synergy_ZIP=-2.01, Synergy_Bliss=-2.48, Synergy_Loewe=-42.1, Synergy_HSA=-1.52. (6) Drug 1: C1=NC(=NC(=O)N1C2C(C(C(O2)CO)O)O)N. Drug 2: CCC1(CC2CC(C3=C(CCN(C2)C1)C4=CC=CC=C4N3)(C5=C(C=C6C(=C5)C78CCN9C7C(C=CC9)(C(C(C8N6C)(C(=O)OC)O)OC(=O)C)CC)OC)C(=O)OC)O.OS(=O)(=O)O. Cell line: NCI-H460. Synergy scores: CSS=6.58, Synergy_ZIP=-1.89, Synergy_Bliss=0.530, Synergy_Loewe=2.62, Synergy_HSA=0.845. (7) Drug 1: CC1=C2C(C(=O)C3(C(CC4C(C3C(C(C2(C)C)(CC1OC(=O)C(C(C5=CC=CC=C5)NC(=O)OC(C)(C)C)O)O)OC(=O)C6=CC=CC=C6)(CO4)OC(=O)C)OC)C)OC. Drug 2: C1C(C(OC1N2C=C(C(=O)NC2=O)F)CO)O. Cell line: UACC-257. Synergy scores: CSS=27.5, Synergy_ZIP=-3.52, Synergy_Bliss=-4.20, Synergy_Loewe=0.459, Synergy_HSA=1.49.